Predict the product of the given reaction. From a dataset of Forward reaction prediction with 1.9M reactions from USPTO patents (1976-2016). (1) Given the reactants CC(C)=[O:3].[CH3:5][O:6][C:7]1[N:12]=[C:11]([C:13]2[CH2:18][CH2:17][N:16]([C:19]([O:21][C:22]([CH3:25])([CH3:24])[CH3:23])=[O:20])[CH2:15][CH:14]=2)[CH:10]=[CH:9][CH:8]=1.C[N+]1([O-])CCOCC1.[OH2:34], predict the reaction product. The product is: [OH:34][CH:18]1[C:13]([OH:3])([C:11]2[CH:10]=[CH:9][CH:8]=[C:7]([O:6][CH3:5])[N:12]=2)[CH2:14][CH2:15][N:16]([C:19]([O:21][C:22]([CH3:25])([CH3:24])[CH3:23])=[O:20])[CH2:17]1. (2) Given the reactants Cl[C:2]1[CH:3]=[CH:4][C:5]2[N:6]([C:8]([CH3:25])=[C:9]([C:11]3[CH:12]=[CH:13][C:14]([CH3:24])=[C:15]([NH:17][C:18](=[O:23])[C:19]([CH3:22])([CH3:21])[CH3:20])[CH:16]=3)[N:10]=2)[N:7]=1.[F:26][C:27]1[CH:32]=[CH:31][C:30](B(O)O)=[CH:29][CH:28]=1.C([O-])([O-])=O.[Na+].[Na+].CC(O)C, predict the reaction product. The product is: [F:26][C:27]1[CH:32]=[CH:31][CH:30]=[CH:29][C:28]=1[C:2]1[CH:3]=[CH:4][C:5]2[N:6]([C:8]([CH3:25])=[C:9]([C:11]3[CH:12]=[CH:13][C:14]([CH3:24])=[C:15]([NH:17][C:18](=[O:23])[C:19]([CH3:22])([CH3:21])[CH3:20])[CH:16]=3)[N:10]=2)[N:7]=1. (3) Given the reactants [CH2:1]([O:3][C:4]([C:6]1([C:9]2[CH:14]=[CH:13][C:12]([C:15]3[CH:20]=[CH:19][C:18]([C:21]4[S:22][C:23]([Cl:29])=[CH:24][C:25]=4C(=O)N)=[CH:17][CH:16]=3)=[CH:11][CH:10]=2)[CH2:8][CH2:7]1)=[O:5])[CH3:2].[N:30]1[CH:35]=CC=CC=1.FC(F)(F)C(OI(C1C=CC=CC=1)OC(=O)C(F)(F)F)=[O:39].[CH3:57][C:58]1[C:59]([C@H:63]([OH:65])[CH3:64])=[CH:60][S:61][CH:62]=1.Cl, predict the reaction product. The product is: [CH2:1]([O:3][C:4]([C:6]1([C:9]2[CH:14]=[CH:13][C:12]([C:15]3[CH:20]=[CH:19][C:18]([C:21]4[S:22][C:23]([Cl:29])=[CH:24][C:25]=4[NH:30][C:35]([O:65][C@@H:63]([C:59]4[C:58]([CH3:57])=[CH:62][S:61][CH:60]=4)[CH3:64])=[O:39])=[CH:17][CH:16]=3)=[CH:11][CH:10]=2)[CH2:7][CH2:8]1)=[O:5])[CH3:2]. (4) Given the reactants [CH:1]([C:3]1[CH:10]=[CH:9][C:6]([C:7]#[N:8])=[CH:5][C:4]=1[O:11][CH3:12])=O.[CH3:13][C:14]1[N:15]=[C:16]([CH2:19][C:20](=[O:23])[CH2:21][CH3:22])[S:17][CH:18]=1.N1CCCCC1.C(O)(=O)C, predict the reaction product. The product is: [CH3:12][O:11][C:4]1[CH:5]=[C:6]([CH:9]=[CH:10][C:3]=1[CH:1]=[C:19]([C:16]1[S:17][CH:18]=[C:14]([CH3:13])[N:15]=1)[C:20](=[O:23])[CH2:21][CH3:22])[C:7]#[N:8]. (5) Given the reactants [F:1][C:2]1[CH:3]=[C:4]([C@H:9]([CH3:11])O)[CH:5]=[CH:6][C:7]=1[F:8].CS(Cl)(=O)=O.S([O-])(=O)(=O)C.[CH3:22][C@@H:23]1[CH2:28][NH:27][CH2:26][CH2:25][NH:24]1.CC1(C)CCCC(C)(C)N1, predict the reaction product. The product is: [F:1][C:2]1[CH:3]=[C:4]([C@H:9]([N:27]2[CH2:26][CH2:25][NH:24][C@H:23]([CH3:22])[CH2:28]2)[CH3:11])[CH:5]=[CH:6][C:7]=1[F:8]. (6) Given the reactants C[O:2][C:3]1[CH:8]=[C:7]([C:9]([F:12])([F:11])[F:10])[CH:6]=[C:5]([O:13][C:14]2[CH:19]=[CH:18][CH:17]=[CH:16][CH:15]=2)[CH:4]=1.B(Br)(Br)Br.O, predict the reaction product. The product is: [O:13]([C:5]1[CH:4]=[C:3]([OH:2])[CH:8]=[C:7]([C:9]([F:10])([F:11])[F:12])[CH:6]=1)[C:14]1[CH:15]=[CH:16][CH:17]=[CH:18][CH:19]=1.